Dataset: Kir2.1 potassium channel HTS with 301,493 compounds. Task: Binary Classification. Given a drug SMILES string, predict its activity (active/inactive) in a high-throughput screening assay against a specified biological target. (1) The molecule is Clc1cc2c(oc(=O)c(NC(=O)c3c(OC)cccc3)c2)cc1. The result is 0 (inactive). (2) The compound is s1c2c(nc1NC(=O)C(C)(C)C)cc1OCOc1c2. The result is 0 (inactive). (3) The drug is S(c1n(c(=O)c2c(c3ccccc3)csc2n1)CC=C)C(C(=O)NCc1cc2OCOc2cc1)C. The result is 0 (inactive). (4) The drug is O=C(N(CC)CC)c1c(n(nc1)c1ccccc1)NC(=O)c1occc1. The result is 0 (inactive). (5) The drug is S(=O)(=O)(N(Cc1cc2c([nH]c1=O)cc(OC)cc2)Cc1cccnc1)c1ccccc1. The result is 0 (inactive). (6) The drug is S(=O)(=O)(Cc1nc(oc1C)c1ccc(OC)cc1)CC(=O)NCc1cc(F)ccc1. The result is 0 (inactive).